Dataset: Forward reaction prediction with 1.9M reactions from USPTO patents (1976-2016). Task: Predict the product of the given reaction. (1) Given the reactants [CH3:1][C:2]1[CH:3]=[C:4]([S:8][C:9]2[CH:16]=[CH:15][C:12]([C:13]#[N:14])=[CH:11][CH:10]=2)[CH:5]=[CH:6][CH:7]=1.C1COCC1.[H-].[Al+3].[Li+].[H-].[H-].[H-].[OH-].[Na+], predict the reaction product. The product is: [CH3:1][C:2]1[CH:3]=[C:4]([S:8][C:9]2[CH:16]=[CH:15][C:12]([CH2:13][NH2:14])=[CH:11][CH:10]=2)[CH:5]=[CH:6][CH:7]=1. (2) Given the reactants [C:1]([N:5]1[CH2:8][CH:7]([C:9]2[CH:14]=[CH:13][C:12]([NH:15][S:16]([C:19]3[CH:24]=[CH:23][C:22]([O:25][C:26]([F:29])([F:28])[F:27])=[CH:21][CH:20]=3)(=[O:18])=[O:17])=[CH:11][CH:10]=2)[CH2:6]1)(=O)[CH2:2][CH3:3].C(OCC)(=O)C, predict the reaction product. The product is: [CH2:1]([N:5]1[CH2:8][CH:7]([C:9]2[CH:14]=[CH:13][C:12]([NH:15][S:16]([C:19]3[CH:24]=[CH:23][C:22]([O:25][C:26]([F:29])([F:28])[F:27])=[CH:21][CH:20]=3)(=[O:18])=[O:17])=[CH:11][CH:10]=2)[CH2:6]1)[CH2:2][CH3:3].